Dataset: Forward reaction prediction with 1.9M reactions from USPTO patents (1976-2016). Task: Predict the product of the given reaction. (1) Given the reactants [F:1][C:2]1[CH:3]=[C:4]([CH:20]=[CH:21][C:22]=1[F:23])[CH2:5][CH:6]1[C:15]2[C:10](=[CH:11][C:12]([O:18][CH3:19])=[C:13]([O:16][CH3:17])[CH:14]=2)[CH2:9][CH2:8][NH:7]1.Br[CH2:25][C:26](Br)=[O:27].[CH2:29]([NH:36][CH3:37])[C:30]1[CH:35]=[CH:34][CH:33]=[CH:32][CH:31]=1, predict the reaction product. The product is: [F:1][C:2]1[CH:3]=[C:4]([CH:20]=[CH:21][C:22]=1[F:23])[CH2:5][CH:6]1[C:15]2[C:10](=[CH:11][C:12]([O:18][CH3:19])=[C:13]([O:16][CH3:17])[CH:14]=2)[CH2:9][CH2:8][N:7]1[CH2:25][C:26]([N:36]([CH2:29][C:30]1[CH:35]=[CH:34][CH:33]=[CH:32][CH:31]=1)[CH3:37])=[O:27]. (2) Given the reactants Cl[C:2]1[N:10]=[CH:9][N:8]=[C:7]2[C:3]=1[NH:4][CH:5]=[N:6]2.C1N2CCN(CC2)C1.[H-].[Na+].[CH3:21][O:22][C:23]1[CH:28]=[CH:27][CH:26]=[CH:25][C:24]=1[C:29]1[C:38]([CH2:39][OH:40])=[CH:37][C:36]2[C:31](=[C:32]([CH3:41])[CH:33]=[CH:34][CH:35]=2)[N:30]=1.N1C=C2C(N=CN2)=NC=1.C1N2CCN(CC2)C1, predict the reaction product. The product is: [N:10]1[C:2]([O:40][CH2:39][C:38]2[C:29]([C:24]3[CH:25]=[CH:26][CH:27]=[CH:28][C:23]=3[O:22][CH3:21])=[N:30][C:31]3[C:36]([CH:37]=2)=[CH:35][CH:34]=[CH:33][C:32]=3[CH3:41])=[C:3]2[C:7]([NH:6][CH:5]=[N:4]2)=[N:8][CH:9]=1.